Dataset: Catalyst prediction with 721,799 reactions and 888 catalyst types from USPTO. Task: Predict which catalyst facilitates the given reaction. (1) Reactant: [NH2:1][C:2]1[CH:7]=[CH:6][C:5]([CH2:8][CH2:9][N:10]([CH2:28][CH2:29][O:30][C:31]2[CH:36]=[CH:35][C:34]([NH2:37])=[CH:33][CH:32]=2)[CH2:11][CH2:12][CH2:13][CH2:14][CH2:15][CH2:16][N:17]2[C:25](=[O:26])[C:24]3[C:19](=[CH:20][CH:21]=[CH:22][CH:23]=3)[C:18]2=[O:27])=[CH:4][CH:3]=1.CCN(C(C)C)C(C)C.[S:47](Cl)([CH3:50])(=[O:49])=[O:48]. Product: [O:27]=[C:18]1[C:19]2[C:24](=[CH:23][CH:22]=[CH:21][CH:20]=2)[C:25](=[O:26])[N:17]1[CH2:16][CH2:15][CH2:14][CH2:13][CH2:12][CH2:11][N:10]([CH2:9][CH2:8][C:5]1[CH:6]=[CH:7][C:2]([NH:1][S:47]([CH3:50])(=[O:49])=[O:48])=[CH:3][CH:4]=1)[CH2:28][CH2:29][O:30][C:31]1[CH:32]=[CH:33][C:34]([NH:37][S:47]([CH3:50])(=[O:49])=[O:48])=[CH:35][CH:36]=1. The catalyst class is: 2. (2) Reactant: [Br:1][C:2]1[CH:7]=[C:6]([F:8])[CH:5]=[CH:4][C:3]=1[CH:9]([NH:11][C:12](=O)[CH:13]([F:15])[F:14])[CH3:10]. Product: [Br:1][C:2]1[CH:7]=[C:6]([F:8])[CH:5]=[CH:4][C:3]=1[CH:9]([NH:11][CH2:12][CH:13]([F:15])[F:14])[CH3:10]. The catalyst class is: 1. (3) Reactant: [CH2:1]([O:8][C:9]1[C:10]([C:37]([O:39]C(C)(C)C)=[O:38])=[N:11][C:12]([CH2:16][CH:17]2[CH2:22][CH2:21][N:20]([C:23]3[CH:28]=[CH:27][C:26]([C:29]4[CH:34]=[CH:33][C:32]([CH2:35][OH:36])=[CH:31][CH:30]=4)=[CH:25][CH:24]=3)[CH2:19][CH2:18]2)=[N:13][C:14]=1[CH3:15])[C:2]1[CH:7]=[CH:6][CH:5]=[CH:4][CH:3]=1.[OH-].[Na+].Cl. The catalyst class is: 83. Product: [CH2:1]([O:8][C:9]1[C:10]([C:37]([OH:39])=[O:38])=[N:11][C:12]([CH2:16][CH:17]2[CH2:18][CH2:19][N:20]([C:23]3[CH:28]=[CH:27][C:26]([C:29]4[CH:34]=[CH:33][C:32]([CH2:35][OH:36])=[CH:31][CH:30]=4)=[CH:25][CH:24]=3)[CH2:21][CH2:22]2)=[N:13][C:14]=1[CH3:15])[C:2]1[CH:7]=[CH:6][CH:5]=[CH:4][CH:3]=1. (4) Reactant: Br[C:2]1[CH:3]=[C:4]([NH:8][C@H:9]([C:17]2[CH:22]=[CH:21][CH:20]=[CH:19][CH:18]=2)[CH2:10][NH:11][C:12](=[O:16])[CH2:13][O:14][CH3:15])[CH:5]=[N:6][CH:7]=1.[CH3:23][C:24]1[C:32]2[C:27](=[CH:28][CH:29]=[C:30](B3OC(C)(C)C(C)(C)O3)[CH:31]=2)[NH:26][N:25]=1.C([O-])([O-])=O.[K+].[K+]. Product: [CH3:15][O:14][CH2:13][C:12]([NH:11][CH2:10][C@H:9]([NH:8][C:4]1[CH:5]=[N:6][CH:7]=[C:2]([C:30]2[CH:31]=[C:32]3[C:27](=[CH:28][CH:29]=2)[NH:26][N:25]=[C:24]3[CH3:23])[CH:3]=1)[C:17]1[CH:22]=[CH:21][CH:20]=[CH:19][CH:18]=1)=[O:16]. The catalyst class is: 38.